From a dataset of Reaction yield outcomes from USPTO patents with 853,638 reactions. Predict the reaction yield, written as a fraction of the theoretical maximum amount of product (1.0 means a 100% yield; for example, 0.34 means a 34% yield). The reactants are [F:1][C:2]1[CH:3]=[CH:4][C:5]2[N:6]([C:8]([CH:18]([C:20]3[N:21]([CH3:25])[CH:22]=[CH:23][N:24]=3)O)=[C:9]([C:11]3[CH:16]=[CH:15][C:14]([F:17])=[CH:13][CH:12]=3)[N:10]=2)[CH:7]=1. The catalyst is C(Cl)Cl. The product is [F:1][C:2]1[CH:3]=[CH:4][C:5]2[N:6]([C:8]([CH2:18][C:20]3[N:21]([CH3:25])[CH:22]=[CH:23][N:24]=3)=[C:9]([C:11]3[CH:12]=[CH:13][C:14]([F:17])=[CH:15][CH:16]=3)[N:10]=2)[CH:7]=1. The yield is 0.530.